Dataset: NCI-60 drug combinations with 297,098 pairs across 59 cell lines. Task: Regression. Given two drug SMILES strings and cell line genomic features, predict the synergy score measuring deviation from expected non-interaction effect. (1) Drug 1: C1=CC=C(C(=C1)C(C2=CC=C(C=C2)Cl)C(Cl)Cl)Cl. Drug 2: CCC1(C2=C(COC1=O)C(=O)N3CC4=CC5=C(C=CC(=C5CN(C)C)O)N=C4C3=C2)O.Cl. Cell line: MDA-MB-231. Synergy scores: CSS=12.7, Synergy_ZIP=-1.81, Synergy_Bliss=1.65, Synergy_Loewe=-15.1, Synergy_HSA=-0.245. (2) Drug 1: CC1=CC2C(CCC3(C2CCC3(C(=O)C)OC(=O)C)C)C4(C1=CC(=O)CC4)C. Drug 2: CCN(CC)CCCC(C)NC1=C2C=C(C=CC2=NC3=C1C=CC(=C3)Cl)OC. Cell line: UACC-257. Synergy scores: CSS=4.92, Synergy_ZIP=0.332, Synergy_Bliss=1.10, Synergy_Loewe=-5.42, Synergy_HSA=-1.58.